Task: Regression. Given two drug SMILES strings and cell line genomic features, predict the synergy score measuring deviation from expected non-interaction effect.. Dataset: Merck oncology drug combination screen with 23,052 pairs across 39 cell lines (1) Drug 1: CCC1(O)CC2CN(CCc3c([nH]c4ccccc34)C(C(=O)OC)(c3cc4c(cc3OC)N(C)C3C(O)(C(=O)OC)C(OC(C)=O)C5(CC)C=CCN6CCC43C65)C2)C1. Drug 2: COC1CC2CCC(C)C(O)(O2)C(=O)C(=O)N2CCCCC2C(=O)OC(C(C)CC2CCC(OP(C)(C)=O)C(OC)C2)CC(=O)C(C)C=C(C)C(O)C(OC)C(=O)C(C)CC(C)C=CC=CC=C1C. Cell line: NCIH23. Synergy scores: synergy=-5.48. (2) Drug 1: NC(=O)c1cccc2cn(-c3ccc(C4CCCNC4)cc3)nc12. Drug 2: CCc1c2c(nc3ccc(O)cc13)-c1cc3c(c(=O)n1C2)COC(=O)C3(O)CC. Cell line: RKO. Synergy scores: synergy=35.9. (3) Synergy scores: synergy=7.91. Cell line: OCUBM. Drug 2: CNC(=O)c1cc(Oc2ccc(NC(=O)Nc3ccc(Cl)c(C(F)(F)F)c3)cc2)ccn1. Drug 1: COC1CC2CCC(C)C(O)(O2)C(=O)C(=O)N2CCCCC2C(=O)OC(C(C)CC2CCC(OP(C)(C)=O)C(OC)C2)CC(=O)C(C)C=C(C)C(O)C(OC)C(=O)C(C)CC(C)C=CC=CC=C1C. (4) Drug 1: N#Cc1ccc(Cn2cncc2CN2CCN(c3cccc(Cl)c3)C(=O)C2)cc1. Drug 2: CS(=O)(=O)CCNCc1ccc(-c2ccc3ncnc(Nc4ccc(OCc5cccc(F)c5)c(Cl)c4)c3c2)o1. Cell line: KPL1. Synergy scores: synergy=0.537.